Dataset: Reaction yield outcomes from USPTO patents with 853,638 reactions. Task: Predict the reaction yield, written as a fraction of the theoretical maximum amount of product (1.0 means a 100% yield; for example, 0.34 means a 34% yield). The reactants are Cl[S:2]([C:5]1[CH:6]=[C:7]2[C:11](=[CH:12][CH:13]=1)[NH:10][C:9](=[O:14])[CH2:8]2)(=[O:4])=[O:3].[NH2:15][C:16]1[CH:17]=[N:18][CH:19]=[CH:20][CH:21]=1. The catalyst is N1C=CC=CC=1. The product is [N:18]1[CH:19]=[CH:20][CH:21]=[C:16]([NH:15][S:2]([C:5]2[CH:6]=[C:7]3[C:11](=[CH:12][CH:13]=2)[NH:10][C:9](=[O:14])[CH2:8]3)(=[O:4])=[O:3])[CH:17]=1. The yield is 0.380.